Dataset: Forward reaction prediction with 1.9M reactions from USPTO patents (1976-2016). Task: Predict the product of the given reaction. (1) Given the reactants [Cl:1][C:2]1[CH:28]=[CH:27][C:5]([CH2:6][N:7]2[C:15]3[C:10](=[CH:11][CH:12]=[CH:13][CH:14]=3)[CH:9]=[C:8]2[C:16]([N:18]2[CH2:23][CH2:22][CH:21]([C:24](O)=[O:25])[CH2:20][CH2:19]2)=[O:17])=[CH:4][CH:3]=1.ON1C2C=CC=CC=2N=N1.CCN=C=NCCCN(C)C.[N:50]1[CH:55]=[CH:54][CH:53]=[C:52]([CH2:56][N:57]2[CH2:62][CH2:61][NH:60][CH2:59][CH2:58]2)[CH:51]=1, predict the reaction product. The product is: [Cl:1][C:2]1[CH:28]=[CH:27][C:5]([CH2:6][N:7]2[C:15]3[C:10](=[CH:11][CH:12]=[CH:13][CH:14]=3)[CH:9]=[C:8]2[C:16]([N:18]2[CH2:19][CH2:20][CH:21]([C:24]([N:60]3[CH2:61][CH2:62][N:57]([CH2:56][C:52]4[CH:51]=[N:50][CH:55]=[CH:54][CH:53]=4)[CH2:58][CH2:59]3)=[O:25])[CH2:22][CH2:23]2)=[O:17])=[CH:4][CH:3]=1. (2) Given the reactants [I:1][C:2]1[CH:3]=[C:4]2[C:9](=[CH:10][CH:11]=1)[C:8](=[O:12])[NH:7][C:6](=[O:13])/[C:5]/2=[CH:14]/OC.FC(F)(F)C(O)=O.[NH2:24][CH2:25][C:26]1[CH:31]=[CH:30][N:29]([CH2:32][CH2:33][CH2:34][CH3:35])[C:28](=[O:36])[CH:27]=1.C(N(CC)CC)C, predict the reaction product. The product is: [I:1][C:2]1[CH:3]=[C:4]2[C:9](=[CH:10][CH:11]=1)[C:8](=[O:12])[NH:7][C:6](=[O:13])/[C:5]/2=[CH:14]\[NH:24][CH2:25][C:26]1[CH:31]=[CH:30][N:29]([CH2:32][CH2:33][CH2:34][CH3:35])[C:28](=[O:36])[CH:27]=1. (3) Given the reactants [Li+].CC([N-]C(C)C)C.[CH3:9][C:10]1[CH:15]=[CH:14][N:13]=[C:12]([C:16]2[CH:21]=[CH:20][C:19]([C:22]([F:25])([F:24])[F:23])=[CH:18][CH:17]=2)[CH:11]=1.[C:26](=O)([O:29]C)[O:27][CH3:28], predict the reaction product. The product is: [CH3:28][O:27][C:26](=[O:29])[CH2:9][C:10]1[CH:15]=[CH:14][N:13]=[C:12]([C:16]2[CH:17]=[CH:18][C:19]([C:22]([F:25])([F:23])[F:24])=[CH:20][CH:21]=2)[CH:11]=1. (4) Given the reactants [CH:1]1([C:4]2[C:9]([C:10]([N:12]3[CH2:17][CH2:16][CH:15]([N:18]4[CH2:22][CH2:21][CH2:20][CH2:19]4)[CH2:14][CH2:13]3)=[O:11])=[C:8]([CH3:23])[N:7]=[C:6]([C:24]3[CH:29]=[CH:28][CH:27]=[C:26]([O:30][C:31]([F:34])([F:33])[F:32])[CH:25]=3)[N:5]=2)[CH2:3][CH2:2]1.CN([C:38]([O:42]N1N=NC2C=CC=NC1=2)=[N+](C)C)C.F[P-](F)(F)(F)(F)F.C(N(CC)CC)C.Cl.Cl.N1CCC(N2CCC[C@H]2CO)CC1, predict the reaction product. The product is: [CH:1]1([C:4]2[C:9]([C:10]([N:12]3[CH2:17][CH2:16][CH:15]([N:18]4[CH2:19][CH2:20][CH2:21][C@H:22]4[CH2:38][OH:42])[CH2:14][CH2:13]3)=[O:11])=[C:8]([CH3:23])[N:7]=[C:6]([C:24]3[CH:29]=[CH:28][CH:27]=[C:26]([O:30][C:31]([F:32])([F:33])[F:34])[CH:25]=3)[N:5]=2)[CH2:3][CH2:2]1. (5) The product is: [Cl:35][C:15]1[CH:14]=[C:13]2[C:18]([C:19](=[O:21])[NH:20][C:11]([N:9]3[CH:10]=[C:6]([C:4]([OH:5])=[O:3])[CH:7]=[N:8]3)=[N:12]2)=[CH:17][C:16]=1[S:22]([C:25]1[CH:30]=[CH:29][C:28]([O:31][CH3:32])=[C:27]([O:33][CH3:34])[CH:26]=1)(=[O:24])=[O:23]. Given the reactants C([O:3][C:4]([C:6]1[CH:7]=[N:8][N:9]([C:11]2[NH:20][C:19](=[O:21])[C:18]3[C:13](=[CH:14][C:15]([Cl:35])=[C:16]([S:22]([C:25]4[CH:30]=[CH:29][C:28]([O:31][CH3:32])=[C:27]([O:33][CH3:34])[CH:26]=4)(=[O:24])=[O:23])[CH:17]=3)[N:12]=2)[CH:10]=1)=[O:5])C.C1COCC1.[OH-].[K+].Cl, predict the reaction product. (6) Given the reactants [CH2:1]([CH:8]1[CH2:13][CH2:12][N:11]([C:14]2[C:19](Br)=[C:18]([CH3:21])[N:17]=[C:16]([CH3:22])[C:15]=2[C@H:23]([O:30][C:31]([CH3:34])([CH3:33])[CH3:32])[C:24]([O:26][CH:27]([CH3:29])[CH3:28])=[O:25])[CH2:10][CH2:9]1)[C:2]1[CH:7]=[CH:6][CH:5]=[CH:4][CH:3]=1.[F:35][C:36]1[CH:61]=[CH:60][C:39]([CH2:40][CH2:41][O:42][C:43]2[CH:48]=[CH:47][C:46](B3OC(=O)CN(C)CC(=O)O3)=[CH:45][CH:44]=2)=[CH:38][CH:37]=1.C1(P(C2CCCCC2)C2C=CC=CC=2C2C(OC)=CC=CC=2OC)CCCCC1.[O-]P([O-])([O-])=O.[K+].[K+].[K+], predict the reaction product. The product is: [CH2:1]([CH:8]1[CH2:13][CH2:12][N:11]([C:14]2[C:19]([C:46]3[CH:45]=[CH:44][C:43]([O:42][CH2:41][CH2:40][C:39]4[CH:38]=[CH:37][C:36]([F:35])=[CH:61][CH:60]=4)=[CH:48][CH:47]=3)=[C:18]([CH3:21])[N:17]=[C:16]([CH3:22])[C:15]=2[C@H:23]([O:30][C:31]([CH3:34])([CH3:33])[CH3:32])[C:24]([O:26][CH:27]([CH3:29])[CH3:28])=[O:25])[CH2:10][CH2:9]1)[C:2]1[CH:7]=[CH:6][CH:5]=[CH:4][CH:3]=1. (7) The product is: [CH2:1]([C:4]1([C:17]2[CH:26]=[CH:25][C:24]3[C:23]([CH3:28])([CH3:27])[CH2:22][CH2:21][C:20]([CH3:30])([CH3:29])[C:19]=3[CH:18]=2)[C:8]2[CH:9]=[CH:10][C:11]([C:13]([OH:15])=[O:14])=[CH:12][C:7]=2[O:6][CH2:5]1)[CH:2]=[CH2:3]. Given the reactants [CH2:1]([C:4]1([C:17]2[CH:26]=[CH:25][C:24]3[C:23]([CH3:28])([CH3:27])[CH2:22][CH2:21][C:20]([CH3:30])([CH3:29])[C:19]=3[CH:18]=2)[C:8]2[CH:9]=[CH:10][C:11]([C:13]([O:15]C)=[O:14])=[CH:12][C:7]=2[O:6][CH2:5]1)[CH:2]=[CH2:3].[OH-].[Na+].[OH-].[Li+], predict the reaction product. (8) Given the reactants [CH:1]1[C:13]2[NH:12][C:11]3[C:6](=[CH:7][CH:8]=[CH:9][CH:10]=3)[C:5]=2[CH:4]=[CH:3][CH:2]=1.[I:14][C:15]1[CH:20]=[CH:19][C:18](I)=[CH:17][CH:16]=1, predict the reaction product. The product is: [I:14][C:15]1[CH:20]=[CH:19][C:18]([C:10]2[C:11]3[NH:12][C:13]4[C:5](=[CH:4][CH:3]=[CH:2][CH:1]=4)[C:6]=3[CH:7]=[CH:8][CH:9]=2)=[CH:17][CH:16]=1. (9) Given the reactants [O:1]=[C:2]1[NH:6][CH2:5][CH:4]([NH:7][C:8](=[O:14])[O:9][C:10]([CH3:13])([CH3:12])[CH3:11])[CH2:3]1.I[C:16]1[CH:17]=[N:18][N:19]2[CH2:24][C@H:23]([CH3:25])[NH:22][CH2:21][C:20]=12.CN[C@@H]1CCCC[C@H]1NC.[O-]P([O-])([O-])=O.[K+].[K+].[K+], predict the reaction product. The product is: [CH3:25][C@H:23]1[CH2:24][N:19]2[N:18]=[CH:17][C:16]([N:6]3[C:2](=[O:1])[CH2:3][CH:4]([NH:7][C:8](=[O:14])[O:9][C:10]([CH3:11])([CH3:13])[CH3:12])[CH2:5]3)=[C:20]2[CH2:21][NH:22]1.